Dataset: Full USPTO retrosynthesis dataset with 1.9M reactions from patents (1976-2016). Task: Predict the reactants needed to synthesize the given product. (1) Given the product [OH:50][C:51]([CH3:52])([CH3:44])[CH2:35][O:34][C@H:31]1[CH2:32][CH2:33][C@H:28]([N:18]2[C:17](=[O:41])[C:16]([CH2:15][C:12]3[CH:13]=[CH:14][C:9]([C:4]4[C:3]([C:1]#[N:2])=[CH:8][CH:7]=[CH:6][CH:5]=4)=[CH:10][C:11]=3[O:42][CH3:43])=[C:21]([CH2:22][CH2:23][CH3:24])[N:20]3[N:25]=[CH:26][CH:27]=[C:19]23)[CH2:29][CH2:30]1, predict the reactants needed to synthesize it. The reactants are: [C:1]([C:3]1[CH:8]=[CH:7][CH:6]=[CH:5][C:4]=1[C:9]1[CH:14]=[CH:13][C:12]([CH2:15][C:16]2[C:17](=[O:41])[N:18]([C@H:28]3[CH2:33][CH2:32][C@H:31]([O:34][CH2:35]C(OCC)=O)[CH2:30][CH2:29]3)[C:19]3[N:20]([N:25]=[CH:26][CH:27]=3)[C:21]=2[CH2:22][CH2:23][CH3:24])=[C:11]([O:42][CH3:43])[CH:10]=1)#[N:2].[CH3:44][Mg]Br.C([O:50][CH2:51][CH3:52])(=O)C. (2) Given the product [Cl:1][C:2]1[CH:3]=[N:4][C:5]2[N:6]([N:8]=[C:9]([C:11]([N:27]3[CH2:26][CH2:25][N:24]4[C:20]([C:15]5[CH:16]=[CH:17][CH:18]=[CH:19][N:14]=5)=[CH:21][CH:22]=[C:23]4[CH2:28]3)=[O:13])[CH:10]=2)[CH:7]=1, predict the reactants needed to synthesize it. The reactants are: [Cl:1][C:2]1[CH:3]=[N:4][C:5]2[N:6]([N:8]=[C:9]([C:11]([OH:13])=O)[CH:10]=2)[CH:7]=1.[N:14]1[CH:19]=[CH:18][CH:17]=[CH:16][C:15]=1[C:20]1[N:24]2[CH2:25][CH2:26][NH:27][CH2:28][C:23]2=[CH:22][CH:21]=1. (3) The reactants are: [Cl:1][C:2]1[CH:3]=[C:4]2[C:9](=[C:10]([Cl:12])[CH:11]=1)[CH2:8][N:7]([CH3:13])[CH2:6][C@H:5]2[C:14]1[CH:19]=[CH:18][CH:17]=[CH:16][C:15]=1[NH:20][C:21](=[O:24])[CH2:22][OH:23].C[Si](C)(C)[N-][Si](C)(C)C.[Na+].C1C[O:38][CH2:37]C1. Given the product [Cl:1][C:2]1[CH:3]=[C:4]2[C:9](=[C:10]([Cl:12])[CH:11]=1)[CH2:8][N:7]([CH3:13])[CH2:6][C@H:5]2[C:14]1[CH:19]=[CH:18][CH:17]=[CH:16][C:15]=1[N:20]1[C:21](=[O:24])[CH2:22][O:23][C:37]1=[O:38], predict the reactants needed to synthesize it. (4) Given the product [Br:33][CH2:2][C:3]1[CH:4]=[C:5]2[C:11]3([CH2:15][CH2:14][N:13]([C:16]([O:18][C:19]([CH3:22])([CH3:21])[CH3:20])=[O:17])[CH2:12]3)[CH2:10][N:9]([C:23]([O:25][CH2:26][CH2:27][Si:28]([CH3:31])([CH3:30])[CH3:29])=[O:24])[C:6]2=[CH:7][CH:8]=1, predict the reactants needed to synthesize it. The reactants are: O[CH2:2][C:3]1[CH:4]=[C:5]2[C:11]3([CH2:15][CH2:14][N:13]([C:16]([O:18][C:19]([CH3:22])([CH3:21])[CH3:20])=[O:17])[CH2:12]3)[CH2:10][N:9]([C:23]([O:25][CH2:26][CH2:27][Si:28]([CH3:31])([CH3:30])[CH3:29])=[O:24])[C:6]2=[CH:7][CH:8]=1.C(Br)(Br)(Br)[Br:33].C1(P(C2C=CC=CC=2)C2C=CC=CC=2)C=CC=CC=1. (5) Given the product [Cl:12][C:13]1[CH:18]=[CH:17][C:16]([S:19][CH2:4][C:3]2[C:2]([F:1])=[C:9]([F:10])[CH:8]=[CH:7][C:6]=2[F:11])=[CH:15][CH:14]=1, predict the reactants needed to synthesize it. The reactants are: [F:1][C:2]1[C:9]([F:10])=[CH:8][CH:7]=[C:6]([F:11])[C:3]=1[CH2:4]Br.[Cl:12][C:13]1[CH:18]=[CH:17][C:16]([SH:19])=[CH:15][CH:14]=1.C(N(CC)CC)C.C(OCC)(=O)C. (6) Given the product [Si:13]([O:20][CH2:21][CH2:22][CH2:23][C@H:24]([O:29][C:30]1[C:31]2[CH:38]=[N:37][N:36]([C:39]3[C:44]([Cl:45])=[CH:43][CH:42]=[CH:41][N:40]=3)[C:32]=2[N:33]=[CH:34][N:35]=1)[C:25]([NH:12][C:9]1[CH:8]=[CH:7][C:6]([CH3:5])=[CH:11][N:10]=1)=[O:26])([C:16]([CH3:18])([CH3:19])[CH3:17])([CH3:15])[CH3:14], predict the reactants needed to synthesize it. The reactants are: C[Al](C)C.[CH3:5][C:6]1[CH:7]=[CH:8][C:9]([NH2:12])=[N:10][CH:11]=1.[Si:13]([O:20][CH2:21][CH2:22][CH2:23][C@H:24]([O:29][C:30]1[N:35]=[CH:34][N:33]=[C:32]2[N:36]([C:39]3[C:44]([Cl:45])=[CH:43][CH:42]=[CH:41][N:40]=3)[N:37]=[CH:38][C:31]=12)[C:25](OC)=[O:26])([C:16]([CH3:19])([CH3:18])[CH3:17])([CH3:15])[CH3:14].C(O)(=O)CC(CC(O)=O)(C(O)=O)O. (7) The reactants are: [Br:1][CH2:2][CH2:3][CH2:4][CH2:5][CH2:6][C:7](Cl)=[O:8].[NH2:10][C:11]1[S:15][C:14]([NH:16][C:17]2[CH:26]=[CH:25][C:24]3[C:19](=[CH:20][CH:21]=[CH:22][CH:23]=3)[CH:18]=2)=[N:13][C:12]=1[C:27]([NH2:29])=[O:28].N1C=CC=CC=1. Given the product [Br:1][CH2:2][CH2:3][CH2:4][CH2:5][CH2:6][C:7]([NH:10][C:11]1[S:15][C:14]([NH:16][C:17]2[CH:26]=[CH:25][C:24]3[C:19](=[CH:20][CH:21]=[CH:22][CH:23]=3)[CH:18]=2)=[N:13][C:12]=1[C:27]([NH2:29])=[O:28])=[O:8], predict the reactants needed to synthesize it.